Dataset: Full USPTO retrosynthesis dataset with 1.9M reactions from patents (1976-2016). Task: Predict the reactants needed to synthesize the given product. (1) Given the product [Cl:33][C:34]1[CH:35]=[CH:36][C:37]([C:38]([NH:40][C:41]2[CH:46]=[CH:45][C:44]([C:47]3[CH:55]=[C:54]4[C:50]([CH2:51][N:52]([C@@H:57]([CH:62]([CH3:64])[CH3:63])[C:58]([OH:60])=[O:59])[C:53]4=[O:56])=[CH:49][CH:48]=3)=[C:43]([F:65])[CH:42]=2)=[O:39])=[CH:66][CH:67]=1, predict the reactants needed to synthesize it. The reactants are: C(NC1C=CC(C2C=C3C(CN([C@@H](C(C)C)C(O)=O)C3=O)=CC=2)=CC=1)(=O)C1C=CC=CC=1.[Cl:33][C:34]1[CH:67]=[CH:66][C:37]([C:38]([NH:40][C:41]2[CH:46]=[CH:45][C:44]([C:47]3[CH:55]=[C:54]4[C:50]([CH2:51][N:52]([C@@H:57]([CH:62]([CH3:64])[CH3:63])[C:58]([O:60]C)=[O:59])[C:53]4=[O:56])=[CH:49][CH:48]=3)=[C:43]([F:65])[CH:42]=2)=[O:39])=[CH:36][CH:35]=1. (2) The reactants are: [NH:1]1[CH2:6][CH2:5][CH:4]([C:7]2[O:11][N:10]=[C:9]([CH2:12][N:13]([CH2:26][C:27]([F:30])([F:29])[F:28])[C:14]3[CH:21]=[CH:20][C:17]([C:18]#[N:19])=[C:16]([C:22]([F:25])([F:24])[F:23])[CH:15]=3)[N:8]=2)[CH2:3][CH2:2]1.C=O.[C:33](O)(=O)C.C([BH3-])#N.[Na+]. Given the product [CH3:33][N:1]1[CH2:2][CH2:3][CH:4]([C:7]2[O:11][N:10]=[C:9]([CH2:12][N:13]([CH2:26][C:27]([F:30])([F:28])[F:29])[C:14]3[CH:21]=[CH:20][C:17]([C:18]#[N:19])=[C:16]([C:22]([F:25])([F:24])[F:23])[CH:15]=3)[N:8]=2)[CH2:5][CH2:6]1, predict the reactants needed to synthesize it.